This data is from Full USPTO retrosynthesis dataset with 1.9M reactions from patents (1976-2016). The task is: Predict the reactants needed to synthesize the given product. (1) Given the product [BrH:17].[Br:17][CH2:15][C:3]1[CH:4]=[CH:5][C:6]([C:8]2[CH:13]=[CH:12][CH:11]=[C:10]([CH3:14])[N:9]=2)=[CH:7][C:2]=1[F:1], predict the reactants needed to synthesize it. The reactants are: [F:1][C:2]1[CH:7]=[C:6]([C:8]2[CH:13]=[CH:12][CH:11]=[C:10]([CH3:14])[N:9]=2)[CH:5]=[CH:4][C:3]=1[CH2:15]O.[BrH:17]. (2) Given the product [CH2:3]([O:10][C:11]1[C:16]([O:17][CH2:30][C@H:31]2[CH2:32][O:33]2)=[CH:15][CH:14]=[C:13]([Cl:18])[C:12]=1[C:19]1[CH:24]=[CH:23][CH:22]=[CH:21][C:20]=1[Cl:25])[C:4]1[CH:5]=[CH:6][CH:7]=[CH:8][CH:9]=1, predict the reactants needed to synthesize it. The reactants are: [H-].[Na+].[CH2:3]([O:10][C:11]1[C:16]([OH:17])=[CH:15][CH:14]=[C:13]([Cl:18])[C:12]=1[C:19]1[CH:24]=[CH:23][CH:22]=[CH:21][C:20]=1[Cl:25])[C:4]1[CH:9]=[CH:8][CH:7]=[CH:6][CH:5]=1.S(C1C=CC(C)=CC=1)(O[CH2:30][C@@H:31]1[O:33][CH2:32]1)(=O)=O. (3) Given the product [OH:8][C:4]1[CH:3]=[C:2]([NH:1][C:9](=[O:10])[O:11][C:12]([CH3:15])([CH3:14])[CH3:13])[CH:7]=[CH:6][CH:5]=1, predict the reactants needed to synthesize it. The reactants are: [NH2:1][C:2]1[CH:3]=[C:4]([OH:8])[CH:5]=[CH:6][CH:7]=1.[C:9](O[C:9]([O:11][C:12]([CH3:15])([CH3:14])[CH3:13])=[O:10])([O:11][C:12]([CH3:15])([CH3:14])[CH3:13])=[O:10].